Dataset: hERG potassium channel inhibition data for cardiac toxicity prediction from Karim et al.. Task: Regression/Classification. Given a drug SMILES string, predict its toxicity properties. Task type varies by dataset: regression for continuous values (e.g., LD50, hERG inhibition percentage) or binary classification for toxic/non-toxic outcomes (e.g., AMES mutagenicity, cardiotoxicity, hepatotoxicity). Dataset: herg_karim. (1) The compound is NC1=NC(c2cccc(-c3cncnc3)c2)(c2ccnc(C(F)(F)F)c2)c2cccc(F)c21. The result is 0 (non-blocker). (2) The compound is Cc1ccc([C@]2(O)CC[C@H](N[C@H]3CCN(C(=O)CNC(=O)c4cccc(C(F)(F)F)c4)C3)CC2)nc1. The result is 0 (non-blocker). (3) The result is 1 (blocker). The molecule is CN(C)Cc1cn(-c2ccc(F)cc2)c2ccc(Cl)cc12.